Dataset: Catalyst prediction with 721,799 reactions and 888 catalyst types from USPTO. Task: Predict which catalyst facilitates the given reaction. (1) Reactant: [NH2:1][C:2]1[CH:7]=[CH:6][C:5]([C:8]([CH3:12])([CH3:11])[C:9]#[N:10])=[C:4](Br)[CH:3]=1.[CH2:14](B(CC)C1C=NC=CC=1)[CH3:15].C([O-])([O-])=O.[K+].[K+]. Product: [NH2:1][C:2]1[CH:7]=[CH:6][C:5]([C:8]([CH3:12])([CH3:11])[C:9]#[N:10])=[C:4]([CH2:14][CH3:15])[CH:3]=1. The catalyst class is: 12. (2) Reactant: [NH2:1][C:2]1[N:29]([CH2:30][C:31]([OH:34])([CH3:33])[CH3:32])[C:6]2[N:7]=[C:8]([NH:11][C:12]3[CH:17]=[CH:16][C:15]([CH:18]4[CH2:23][CH2:22][N:21]([CH:24]5[CH2:26][CH2:25]5)[CH2:20][CH2:19]4)=[CH:14][C:13]=3[O:27][CH3:28])[N:9]=[CH:10][C:5]=2[C:4](=[O:35])[C:3]=1[C:36]([NH2:38])=[O:37].CC[Cl:41]. Product: [ClH:41].[NH2:1][C:2]1[N:29]([CH2:30][C:31]([OH:34])([CH3:33])[CH3:32])[C:6]2[N:7]=[C:8]([NH:11][C:12]3[CH:17]=[CH:16][C:15]([CH:18]4[CH2:19][CH2:20][N:21]([CH:24]5[CH2:25][CH2:26]5)[CH2:22][CH2:23]4)=[CH:14][C:13]=3[O:27][CH3:28])[N:9]=[CH:10][C:5]=2[C:4](=[O:35])[C:3]=1[C:36]([NH2:38])=[O:37]. The catalyst class is: 158.